Dataset: Reaction yield outcomes from USPTO patents with 853,638 reactions. Task: Predict the reaction yield, written as a fraction of the theoretical maximum amount of product (1.0 means a 100% yield; for example, 0.34 means a 34% yield). (1) The reactants are [NH2:1][C:2]1[CH:11]=[C:10]2[C:5]([C:6]([CH3:17])=[C:7]([CH2:13][C:14]([OH:16])=[O:15])[C:8](=[O:12])[O:9]2)=[CH:4][CH:3]=1.[CH3:18]O. The catalyst is OS(O)(=O)=O. The product is [NH2:1][C:2]1[CH:11]=[C:10]2[C:5]([C:6]([CH3:17])=[C:7]([CH2:13][C:14]([O:16][CH3:18])=[O:15])[C:8](=[O:12])[O:9]2)=[CH:4][CH:3]=1. The yield is 0.750. (2) The reactants are [S:1]1[C:5]2[CH:6]=[C:7]([N:10]3[CH2:14][C:13]([CH3:16])([CH3:15])[NH:12][C:11]3=[O:17])[CH:8]=[CH:9][C:4]=2[N:3]=[CH:2]1.I[C:19]1[CH:20]=[N:21][CH:22]=[CH:23][C:24]=1[CH3:25].N[C@@H]1CCCC[C@H]1N.P([O-])([O-])([O-])=O.[K+].[K+].[K+]. The catalyst is [Cu](I)I.O1CCOCC1. The product is [S:1]1[C:5]2[CH:6]=[C:7]([N:10]3[CH2:14][C:13]([CH3:15])([CH3:16])[N:12]([C:19]4[CH:20]=[N:21][CH:22]=[CH:23][C:24]=4[CH3:25])[C:11]3=[O:17])[CH:8]=[CH:9][C:4]=2[N:3]=[CH:2]1. The yield is 0.0480. (3) The reactants are C[Si](C)(C)CCOC(=O)NC[C:9]1[CH:10]=[CH:11][C:12]2[O:16][C:15]([C:17]3[CH:22]=[CH:21][CH:20]=[CH:19][CH:18]=3)=[N:14][C:13]=2[CH:23]=1.[F-].[CH2:28]([N+:32](CCCC)(CCCC)CCCC)CCC. The catalyst is C1COCC1. The product is [CH3:28][NH:32][C:9]1[CH:10]=[CH:11][C:12]2[O:16][C:15]([C:17]3[CH:18]=[CH:19][CH:20]=[CH:21][CH:22]=3)=[N:14][C:13]=2[CH:23]=1. The yield is 0.270. (4) The reactants are [Cl:1][C:2]1[C:3]2[C:10]([C:11]([C:13]3[CH:18]=[CH:17][CH:16]=[C:15](I)[CH:14]=3)=[O:12])=[CH:9][N:8]([CH:20]3[CH2:24][CH2:23][CH2:22][CH2:21]3)[C:4]=2[N:5]=[CH:6][N:7]=1.[CH3:25][N:26]([CH3:36])[C:27]1[CH:32]=[CH:31][C:30](B(O)O)=[CH:29][CH:28]=1.C([O-])([O-])=O.[K+].[K+]. The catalyst is O1CCOCC1.O.CCOC(C)=O.Cl[Pd](Cl)([P](C1C=CC=CC=1)(C1C=CC=CC=1)C1C=CC=CC=1)[P](C1C=CC=CC=1)(C1C=CC=CC=1)C1C=CC=CC=1. The product is [Cl:1][C:2]1[C:3]2[C:10]([C:11]([C:13]3[CH:14]=[C:15]([C:30]4[CH:31]=[CH:32][C:27]([N:26]([CH3:36])[CH3:25])=[CH:28][CH:29]=4)[CH:16]=[CH:17][CH:18]=3)=[O:12])=[CH:9][N:8]([CH:20]3[CH2:24][CH2:23][CH2:22][CH2:21]3)[C:4]=2[N:5]=[CH:6][N:7]=1. The yield is 0.470.